From a dataset of Full USPTO retrosynthesis dataset with 1.9M reactions from patents (1976-2016). Predict the reactants needed to synthesize the given product. (1) The reactants are: C1(C)C=CC(S([O-])(=O)=O)=CC=1.[NH+]1C=CC=CC=1.[O:18]1CCO[CH:19]1[CH:23]1[CH2:28][CH2:27][N:26]([C:29](=[O:56])[CH2:30][CH2:31][C:32]2[CH:37]=[CH:36][C:35]([C:38]([N:40]3[CH2:49][C:48]4[CH:47]=[N:46][N:45]([CH3:50])[C:44]=4[NH:43][C:42]4[CH:51]=[CH:52][CH:53]=[CH:54][C:41]3=4)=[O:39])=[CH:34][C:33]=2[CH3:55])[CH2:25][CH2:24]1. Given the product [CH3:55][C:33]1[CH:34]=[C:35]([C:38]([N:40]2[CH2:49][C:48]3[CH:47]=[N:46][N:45]([CH3:50])[C:44]=3[NH:43][C:42]3[CH:51]=[CH:52][CH:53]=[CH:54][C:41]2=3)=[O:39])[CH:36]=[CH:37][C:32]=1[CH2:31][CH2:30][C:29]([N:26]1[CH2:25][CH2:24][CH:23]([CH:19]=[O:18])[CH2:28][CH2:27]1)=[O:56], predict the reactants needed to synthesize it. (2) Given the product [NH2:1][C:2]1[CH:11]=[C:10]2[C:5]([C:6]([OH:16])=[CH:7][C:8]([S:12]([O-:15])(=[O:13])=[O:14])=[CH:9]2)=[CH:4][CH:3]=1.[Na+:18], predict the reactants needed to synthesize it. The reactants are: [NH2:1][C:2]1[CH:11]=[C:10]2[C:5]([C:6]([OH:16])=[CH:7][C:8]([S:12]([OH:15])(=[O:14])=[O:13])=[CH:9]2)=[CH:4][CH:3]=1.[OH-].[Na+:18].C. (3) Given the product [C:14]([O:13][C:11]([NH:1][C:2]1([C:6]([OH:8])=[O:7])[CH2:5][CH2:4][CH2:3]1)=[O:12])([CH3:17])([CH3:16])[CH3:15], predict the reactants needed to synthesize it. The reactants are: [NH2:1][C:2]1([C:6]([OH:8])=[O:7])[CH2:5][CH2:4][CH2:3]1.[OH-].[Na+].[C:11](O[C:11]([O:13][C:14]([CH3:17])([CH3:16])[CH3:15])=[O:12])([O:13][C:14]([CH3:17])([CH3:16])[CH3:15])=[O:12].Cl. (4) Given the product [F:38][C:36]([F:37])([F:39])[C:33]1[CH:34]=[CH:35][C:30]([O:29][C:26]2[CH:27]=[CH:28][C:23]([O:22][C:20]([N:16]3[CH2:15][CH2:14][CH:13]([N:5]([CH2:4][CH:1]4[CH2:2][CH2:3]4)[CH2:6][C:7]4[CH:8]=[N:9][CH:10]=[CH:11][CH:12]=4)[CH2:18][CH2:17]3)=[O:21])=[CH:24][CH:25]=2)=[N:31][CH:32]=1, predict the reactants needed to synthesize it. The reactants are: [CH:1]1([CH2:4][N:5]([CH:13]2[CH2:18][CH2:17][NH:16][CH2:15][CH2:14]2)[CH2:6][C:7]2[CH:8]=[N:9][CH:10]=[CH:11][CH:12]=2)[CH2:3][CH2:2]1.Cl[C:20]([O:22][C:23]1[CH:28]=[CH:27][C:26]([O:29][C:30]2[CH:35]=[CH:34][C:33]([C:36]([F:39])([F:38])[F:37])=[CH:32][N:31]=2)=[CH:25][CH:24]=1)=[O:21].C(NC(C)C)(C)C. (5) Given the product [Cl:1][C:2]1[N:10]=[C:9]2[C:5]([N:6]([CH2:21][C:22]3[CH:23]=[CH:24][C:25]([Cl:28])=[CH:26][CH:27]=3)[C:7]([C:11]3[CH:16]=[C:15]([CH3:17])[CH:14]=[CH:13][C:12]=3[O:18][CH2:19][CH3:20])=[N:8]2)=[C:4]([NH:36][C@@H:34]([CH:30]2[CH2:33][CH2:32][CH2:31]2)[CH3:35])[N:3]=1, predict the reactants needed to synthesize it. The reactants are: [Cl:1][C:2]1[N:10]=[C:9]2[C:5]([N:6]([CH2:21][C:22]3[CH:27]=[CH:26][C:25]([Cl:28])=[CH:24][CH:23]=3)[C:7]([C:11]3[CH:16]=[C:15]([CH3:17])[CH:14]=[CH:13][C:12]=3[O:18][CH2:19][CH3:20])=[N:8]2)=[C:4](Cl)[N:3]=1.[CH:30]1([C@H:34]([NH2:36])[CH3:35])[CH2:33][CH2:32][CH2:31]1. (6) Given the product [F:14][C:3]([F:2])([F:13])[C:4]1[N:8]2[CH2:9][CH2:10][N:11]([C:22]([O:24][C:25]([CH3:28])([CH3:27])[CH3:26])=[O:23])[CH2:12][C:7]2=[CH:6][N:5]=1, predict the reactants needed to synthesize it. The reactants are: Cl.[F:2][C:3]([F:14])([F:13])[C:4]1[N:8]2[CH2:9][CH2:10][NH:11][CH2:12][C:7]2=[CH:6][N:5]=1.C(N(CC)CC)C.[C:22](O[C:22]([O:24][C:25]([CH3:28])([CH3:27])[CH3:26])=[O:23])([O:24][C:25]([CH3:28])([CH3:27])[CH3:26])=[O:23].O.